Dataset: Forward reaction prediction with 1.9M reactions from USPTO patents (1976-2016). Task: Predict the product of the given reaction. (1) Given the reactants [C:1]1([C:11](Cl)=[O:12])[C:10]2[C:5](=[CH:6][CH:7]=[CH:8][CH:9]=2)[CH:4]=[CH:3][CH:2]=1.[CH3:14][O:15][C:16](=[O:44])[CH2:17][CH2:18][CH2:19][CH2:20][CH2:21][CH2:22][C@H:23]1[C@H:27]([CH:28]=[CH:29][Sn](CCCC)(CCCC)CCCC)[CH2:26][CH2:25][C:24]1=[O:43].C(C1C=C(C)C=C(C(C)(C)C)C=1O)(C)(C)C, predict the reaction product. The product is: [CH3:14][O:15][C:16](=[O:44])[CH2:17][CH2:18][CH2:19][CH2:20][CH2:21][CH2:22][C@@H:23]1[C:24](=[O:43])[CH2:25][CH2:26][C@H:27]1[CH:28]=[CH:29][C:11]([C:1]1[C:10]2[C:5](=[CH:6][CH:7]=[CH:8][CH:9]=2)[CH:4]=[CH:3][CH:2]=1)=[O:12]. (2) Given the reactants Br[C:2]1[CH:7]=[CH:6][C:5]([N+:8]([O-:10])=[O:9])=[CH:4][N:3]=1.[CH:11]([NH2:14])([CH3:13])[CH3:12], predict the reaction product. The product is: [CH:11]([NH:14][C:2]1[N:3]=[CH:4][C:5]([N+:8]([O-:10])=[O:9])=[CH:6][CH:7]=1)([CH3:13])[CH3:12]. (3) Given the reactants [NH:1]1[CH:5]=[N:4][CH:3]=[N:2]1.[Na].I[C:8]1[CH:9]=[C:10]([CH:14]2[O:18][N:17]=[C:16]([C:19]3[N:20]=[C:21]([CH:24]4[CH2:29][CH2:28][N:27]([C:30](=[O:42])[CH2:31][N:32]5[C:36]([CH3:37])=[CH:35][C:34]([C:38]([F:41])([F:40])[F:39])=[N:33]5)[CH2:26][CH2:25]4)[S:22][CH:23]=3)[CH2:15]2)[CH:11]=[CH:12][CH:13]=1.O=C1O[C@H]([C@H](CO)O)C([O-])=C1O.[Na+].CS(C)=O, predict the reaction product. The product is: [N:1]1([C:8]2[CH:9]=[C:10]([CH:14]3[O:18][N:17]=[C:16]([C:19]4[N:20]=[C:21]([CH:24]5[CH2:29][CH2:28][N:27]([C:30](=[O:42])[CH2:31][N:32]6[C:36]([CH3:37])=[CH:35][C:34]([C:38]([F:40])([F:41])[F:39])=[N:33]6)[CH2:26][CH2:25]5)[S:22][CH:23]=4)[CH2:15]3)[CH:11]=[CH:12][CH:13]=2)[CH:5]=[N:4][CH:3]=[N:2]1. (4) Given the reactants [CH3:1][C:2]1[CH:3]=[CH:4][C:5]([NH2:8])=[N:6][CH:7]=1.[CH3:9][C:10]1[C:14]([CH2:15][O:16][C:17]2[CH:22]=[CH:21][C:20]([S:23](Cl)(=[O:25])=[O:24])=[CH:19][CH:18]=2)=[C:13]([CH3:27])[O:12][N:11]=1, predict the reaction product. The product is: [CH3:9][C:10]1[C:14]([CH2:15][O:16][C:17]2[CH:18]=[CH:19][C:20]([S:23]([NH:8][C:5]3[CH:4]=[CH:3][C:2]([CH3:1])=[CH:7][N:6]=3)(=[O:25])=[O:24])=[CH:21][CH:22]=2)=[C:13]([CH3:27])[O:12][N:11]=1. (5) Given the reactants I[C:2]1[NH:18][C:5]2=[N:6][CH:7]=[C:8]([NH:10][C:11](=[O:17])[O:12][C:13]([CH3:16])([CH3:15])[CH3:14])[CH:9]=[C:4]2[CH:3]=1.[CH:19]1([C:22]([N:24]2[CH2:29][CH:28]=[C:27](B3OC(C)(C)C(C)(C)O3)[CH2:26][CH2:25]2)=[O:23])[CH2:21][CH2:20]1, predict the reaction product. The product is: [CH:19]1([C:22]([N:24]2[CH2:25][CH:26]=[C:27]([C:2]3[NH:18][C:5]4=[N:6][CH:7]=[C:8]([NH:10][C:11](=[O:17])[O:12][C:13]([CH3:16])([CH3:15])[CH3:14])[CH:9]=[C:4]4[CH:3]=3)[CH2:28][CH2:29]2)=[O:23])[CH2:21][CH2:20]1. (6) The product is: [CH3:18][O:17][C:13]1[CH:12]=[CH:11][C:10]([N:19]2[CH2:24][CH2:23][N:22]([CH3:25])[CH2:21][CH2:20]2)=[C:9]2[C:14]=1[CH2:15][CH2:16][N:7]([C:5](=[O:6])[CH2:4][CH2:3][CH2:2][NH:1][C:37]([C:32]1[C:31]3[CH:30]=[CH:29][CH:28]=[N:27][C:36]=3[CH:35]=[CH:34][CH:33]=1)=[O:38])[CH2:8]2. Given the reactants [NH2:1][CH2:2][CH2:3][CH2:4][C:5]([N:7]1[CH2:16][CH2:15][C:14]2[C:9](=[C:10]([N:19]3[CH2:24][CH2:23][N:22]([CH3:25])[CH2:21][CH2:20]3)[CH:11]=[CH:12][C:13]=2[O:17][CH3:18])[CH2:8]1)=[O:6].Cl.[N:27]1[C:36]2[CH:35]=[CH:34][CH:33]=[C:32]([C:37](Cl)=[O:38])[C:31]=2[CH:30]=[CH:29][CH:28]=1, predict the reaction product.